From a dataset of Reaction yield outcomes from USPTO patents with 853,638 reactions. Predict the reaction yield, written as a fraction of the theoretical maximum amount of product (1.0 means a 100% yield; for example, 0.34 means a 34% yield). (1) The reactants are [CH:1]1[C:2]([CH2:19][C:20]([OH:22])=[O:21])=[CH:3][C:4]([I:18])=[C:5]([O:8][C:9]2[CH:10]=[C:11]([I:17])[C:12]([OH:16])=[C:13]([I:15])[CH:14]=2)[C:6]=1[I:7].[C:23](O)([CH3:26])([CH3:25])[CH3:24].C1(N=C=NC2CCCCC2)CCCCC1. The catalyst is O1CCOCC1.CN(C)C1C=CN=CC=1. The product is [C:23]([O:21][C:20](=[O:22])[CH2:19][C:2]1[CH:1]=[C:6]([I:7])[C:5]([O:8][C:9]2[CH:10]=[C:11]([I:17])[C:12]([OH:16])=[C:13]([I:15])[CH:14]=2)=[C:4]([I:18])[CH:3]=1)([CH3:26])([CH3:25])[CH3:24]. The yield is 0.100. (2) The reactants are [C:1]([C:3]1[CH:29]=[CH:28][C:6]([CH2:7][O:8][C:9]2[C:10]([CH2:26]O)=[C:11]([CH2:16][NH:17][C:18]3[CH:25]=[CH:24][C:21]([C:22]#[N:23])=[CH:20][CH:19]=3)[CH:12]=[N:13][C:14]=2[CH3:15])=[CH:5][CH:4]=1)#[N:2].C(N(S(F)(F)[F:36])CC)C.C(=O)(O)[O-].[Na+]. The catalyst is ClCCl. The product is [C:1]([C:3]1[CH:29]=[CH:28][C:6]([CH2:7][O:8][C:9]2[C:10]([CH2:26][F:36])=[C:11]([CH2:16][NH:17][C:18]3[CH:25]=[CH:24][C:21]([C:22]#[N:23])=[CH:20][CH:19]=3)[CH:12]=[N:13][C:14]=2[CH3:15])=[CH:5][CH:4]=1)#[N:2]. The yield is 0.370. (3) The catalyst is O1CCCC1.C(Cl)(Cl)Cl.CO. The product is [NH:63]([C:68]([O:70][C:71]([CH3:74])([CH3:73])[CH3:72])=[O:69])[CH2:64][C:65]([NH:2][C@H:3]([C:21]([N:23]1[CH2:62][CH2:61][CH2:60][C@H:24]1[C:25]([NH:27][C@H:28]([C:30]([NH:32][C@H:33]([C:50]([O:52][CH2:53][C:54]1[CH:59]=[CH:58][CH:57]=[CH:56][CH:55]=1)=[O:51])[CH2:34][CH2:35][CH2:36][CH2:37][NH:38][C:39]([O:41][CH2:42][C:43]1[CH:49]=[CH:48][CH:47]=[CH:46][C:44]=1[Cl:45])=[O:40])=[O:31])[CH3:29])=[O:26])=[O:22])[CH2:4][CH2:5][CH2:6][NH:7][C:8](=[NH:20])[NH:9][S:10]([C:13]1[CH:14]=[CH:15][C:16]([CH3:17])=[CH:18][CH:19]=1)(=[O:11])=[O:12])=[O:66]. The yield is 0.730. The reactants are Cl.[NH2:2][C@H:3]([C:21]([N:23]1[CH2:62][CH2:61][CH2:60][C@H:24]1[C:25]([NH:27][C@H:28]([C:30]([NH:32][C@H:33]([C:50]([O:52][CH2:53][C:54]1[CH:59]=[CH:58][CH:57]=[CH:56][CH:55]=1)=[O:51])[CH2:34][CH2:35][CH2:36][CH2:37][NH:38][C:39]([O:41][CH2:42][C:43]1[CH:49]=[CH:48][CH:47]=[CH:46][C:44]=1[Cl:45])=[O:40])=[O:31])[CH3:29])=[O:26])=[O:22])[CH2:4][CH2:5][CH2:6][NH:7][C:8](=[NH:20])[NH:9][S:10]([C:13]1[CH:19]=[CH:18][C:16]([CH3:17])=[CH:15][CH:14]=1)(=[O:12])=[O:11].[NH:63]([C:68]([O:70][C:71]([CH3:74])([CH3:73])[CH3:72])=[O:69])[CH2:64][C:65](O)=[O:66].ON1C2C=CC=CC=2N=N1.C1(N=C=NC2CCCCC2)CCCCC1. (4) The reactants are [C:1]([OH:7])([C:3]([F:6])([F:5])[F:4])=[O:2].[CH3:8][N:9]([CH3:27])[C:10](=[O:26])[CH2:11][O:12][CH:13]1[CH2:18][CH2:17][N:16](C(OC(C)(C)C)=O)[CH2:15][CH2:14]1. The catalyst is C(Cl)Cl. The product is [F:4][C:3]([F:6])([F:5])[C:1]([OH:7])=[O:2].[CH3:8][N:9]([CH3:27])[C:10](=[O:26])[CH2:11][O:12][CH:13]1[CH2:14][CH2:15][NH:16][CH2:17][CH2:18]1. The yield is 0.980. (5) The reactants are Cl.C(N1C(C2N=C3N(CCOC4C=C(C5CCNCC5)C=CC=43)C=2)=NC=N1)(C)C.BrC1C=CC2C3N(CCOC=2C=1)C=C(C1N(C(C)C)N=CN=1)N=3.B1([C:62]2[CH2:67][CH2:66][N:65]([C:68]([O:70][C:71]([CH3:74])([CH3:73])[CH3:72])=[O:69])[CH2:64][CH:63]=2)OC(C)(C)C(C)(C)O1.C(=O)([O-])[O-].[K+].[K+].C(Cl)Cl. The catalyst is CN(C=O)C. The product is [C:71]([O:70][C:68]([N:65]1[CH2:64][CH:63]=[CH:62][CH2:67][CH2:66]1)=[O:69])([CH3:74])([CH3:72])[CH3:73]. The yield is 0.960. (6) The reactants are C(Cl)(=O)C(Cl)=O.CS(C)=O.[CH2:11]([N:18]([CH2:25][C:26]1[CH:31]=[CH:30][CH:29]=[CH:28][CH:27]=1)[C@H:19]1[CH2:23][CH2:22][CH2:21][C@H:20]1[OH:24])[C:12]1[CH:17]=[CH:16][CH:15]=[CH:14][CH:13]=1.O. The catalyst is ClCCl. The product is [CH2:25]([N:18]([CH2:11][C:12]1[CH:17]=[CH:16][CH:15]=[CH:14][CH:13]=1)[C@H:19]1[CH2:23][CH2:22][CH2:21][C:20]1=[O:24])[C:26]1[CH:27]=[CH:28][CH:29]=[CH:30][CH:31]=1. The yield is 0.830. (7) The reactants are [CH3:1][O:2][C:3]1[CH:4]=[C:5]([CH2:20][C:21]#N)[C:6]2[O:10][C:9]([C:11]3[CH:16]=[CH:15][C:14]([O:17][CH3:18])=[CH:13][CH:12]=3)=[CH:8][C:7]=2[CH:19]=1.[OH-].[K+].[CH3:25]I.O.C[N:29]([CH3:32])C=O. No catalyst specified. The product is [CH3:1][O:2][C:3]1[CH:4]=[C:5]([C:20]([CH3:21])([CH3:25])[C:32]#[N:29])[C:6]2[O:10][C:9]([C:11]3[CH:16]=[CH:15][C:14]([O:17][CH3:18])=[CH:13][CH:12]=3)=[CH:8][C:7]=2[CH:19]=1. The yield is 0.780. (8) The reactants are [O:1]1[C:5]2[CH:6]=[CH:7][C:8]([C:10]3([C:13]([NH:15][C:16]4[N:21]=[C:20]([C:22]5[CH:23]=[N:24][C:25]([O:29]C)=[C:26]([CH3:28])[CH:27]=5)[C:19]([CH3:31])=[CH:18][CH:17]=4)=[O:14])[CH2:12][CH2:11]3)=[CH:9][C:4]=2[CH2:3][CH2:2]1.I[Si](C)(C)C. The catalyst is C(#N)C. The product is [O:1]1[C:5]2[CH:6]=[CH:7][C:8]([C:10]3([C:13]([NH:15][C:16]4[CH:17]=[CH:18][C:19]([CH3:31])=[C:20]([C:22]5[CH:27]=[C:26]([CH3:28])[C:25](=[O:29])[NH:24][CH:23]=5)[N:21]=4)=[O:14])[CH2:12][CH2:11]3)=[CH:9][C:4]=2[CH2:3][CH2:2]1. The yield is 0.760. (9) The reactants are [Cl:1][C:2]1[CH:7]=[CH:6][C:5]([O:8][CH3:9])=[CH:4][N:3]=1.C1C=C(Cl)C=C(C(OO)=[O:18])C=1. The catalyst is C(Cl)Cl. The product is [Cl:1][C:2]1[CH:7]=[CH:6][C:5]([O:8][CH3:9])=[CH:4][N+:3]=1[O-:18]. The yield is 0.630.